Dataset: Full USPTO retrosynthesis dataset with 1.9M reactions from patents (1976-2016). Task: Predict the reactants needed to synthesize the given product. (1) Given the product [C:15]([C:18]1[N:19]=[CH:20][N:21]2[C:26](=[O:27])[N:25]([CH2:28][C:29]([NH2:9])=[O:31])[N:24]=[N:23][C:22]=12)(=[O:17])[NH2:16], predict the reactants needed to synthesize it. The reactants are: ClC(OC(C)C)=O.C[N:9]1CCOCC1.[C:15]([C:18]1[N:19]=[CH:20][N:21]2[C:26](=[O:27])[N:25]([CH2:28][C:29]([OH:31])=O)[N:24]=[N:23][C:22]=12)(=[O:17])[NH2:16].N.C(N(CC)CC)C. (2) Given the product [Cl:1][C:2]1[CH:7]=[CH:6][C:5]([C:8]2[N:9]=[C:10]([NH:20][CH2:21][CH3:22])[S:11][C:12]=2[C:13]2[CH:18]=[CH:17][N:16]=[C:15]([NH:39][C:27]3[CH:28]=[CH:29][C:30]([O:31][CH2:32][CH2:33][N:34]4[CH2:35][CH2:36][CH2:37][CH2:38]4)=[C:25]([Cl:24])[CH:26]=3)[N:14]=2)=[CH:4][C:3]=1[CH3:23], predict the reactants needed to synthesize it. The reactants are: [Cl:1][C:2]1[CH:7]=[CH:6][C:5]([C:8]2[N:9]=[C:10]([NH:20][CH2:21][CH3:22])[S:11][C:12]=2[C:13]2[CH:18]=[CH:17][N:16]=[C:15](Cl)[N:14]=2)=[CH:4][C:3]=1[CH3:23].[Cl:24][C:25]1[CH:26]=[C:27]([NH2:39])[CH:28]=[CH:29][C:30]=1[O:31][CH2:32][CH2:33][N:34]1[CH2:38][CH2:37][CH2:36][CH2:35]1.Cl.